Dataset: Peptide-MHC class II binding affinity with 134,281 pairs from IEDB. Task: Regression. Given a peptide amino acid sequence and an MHC pseudo amino acid sequence, predict their binding affinity value. This is MHC class II binding data. (1) The peptide sequence is VKYPNLNDLDKLTLE. The MHC is DRB1_0101 with pseudo-sequence DRB1_0101. The binding affinity (normalized) is 0.0271. (2) The peptide sequence is EFIPMKSSWGAIWRI. The MHC is DRB1_0802 with pseudo-sequence DRB1_0802. The binding affinity (normalized) is 0.477. (3) The peptide sequence is KMLLDNINTPEGIIP. The MHC is DRB1_0701 with pseudo-sequence DRB1_0701. The binding affinity (normalized) is 0.363. (4) The peptide sequence is ISLLLIQSWLEPVQF. The MHC is DRB1_0901 with pseudo-sequence DRB1_0901. The binding affinity (normalized) is 0.192. (5) The peptide sequence is LSEFGKAKGSRAIWY. The MHC is HLA-DQA10102-DQB10501 with pseudo-sequence HLA-DQA10102-DQB10501. The binding affinity (normalized) is 0. (6) The peptide sequence is RMFLAMITYITRNQP. The MHC is DRB4_0101 with pseudo-sequence DRB4_0103. The binding affinity (normalized) is 0.177.